This data is from Catalyst prediction with 721,799 reactions and 888 catalyst types from USPTO. The task is: Predict which catalyst facilitates the given reaction. (1) Reactant: [NH2:1][C:2]1[CH:10]=[CH:9][C:8]([Cl:11])=[CH:7][C:3]=1[C:4]([OH:6])=[O:5].[C:12](Cl)(=[O:16])[CH:13]([CH3:15])[CH3:14].O. Product: [Cl:11][C:8]1[CH:9]=[CH:10][C:2]([NH:1][C:12](=[O:16])[CH:13]([CH3:15])[CH3:14])=[C:3]([CH:7]=1)[C:4]([OH:6])=[O:5]. The catalyst class is: 3. (2) Reactant: [C:1]([O:8][CH3:9])(=[O:7])[CH2:2][CH2:3][C:4]([O-:6])=O.F[P-](F)(F)(F)(F)F.N1(OC(N(C)C)=[N+](C)C)C2N=CC=CC=2N=N1.C(N(CC)C(C)C)(C)C.[CH3:43][C:44]([CH3:64])=[CH:45][CH2:46][CH2:47]/[C:48](/[CH3:63])=[CH:49]/[CH2:50][CH2:51]/[C:52](/[CH3:62])=[CH:53]/[CH2:54][S:55][CH2:56][C@H:57]([NH2:61])[C:58]([OH:60])=[O:59]. Product: [CH3:9][O:8][C:1](=[O:7])[CH2:2][CH2:3][C:4]([NH:61][C@@H:57]([CH2:56][S:55][CH2:54]/[CH:53]=[C:52](\[CH3:62])/[CH2:51][CH2:50]/[CH:49]=[C:48](\[CH3:63])/[CH2:47][CH2:46][CH:45]=[C:44]([CH3:64])[CH3:43])[C:58]([OH:60])=[O:59])=[O:6]. The catalyst class is: 56. (3) Reactant: [F:1][C:2]([F:20])([F:19])[C:3]([NH:5][C:6]1[CH:11]=[CH:10][C:9]([CH2:12][CH:13]2[CH2:18][CH2:17][NH:16][CH2:15][CH2:14]2)=[CH:8][CH:7]=1)=[O:4].C(N(CC)CC)C.[N:28]1([S:34](Cl)(=[O:36])=[O:35])[CH2:33][CH2:32][CH2:31][CH2:30][CH2:29]1. Product: [F:20][C:2]([F:1])([F:19])[C:3]([NH:5][C:6]1[CH:7]=[CH:8][C:9]([CH2:12][CH:13]2[CH2:14][CH2:15][N:16]([S:34]([N:28]3[CH2:33][CH2:32][CH2:31][CH2:30][CH2:29]3)(=[O:36])=[O:35])[CH2:17][CH2:18]2)=[CH:10][CH:11]=1)=[O:4]. The catalyst class is: 4. (4) Reactant: [I:1][C:2]1[C:6]([CH:7]=O)=[CH:5][N:4]([CH:9]2[CH2:14][CH2:13][CH2:12][CH2:11][O:10]2)[N:3]=1.[CH3:15][NH:16][CH2:17][CH2:18][NH:19][C:20](=[O:26])[O:21][C:22]([CH3:25])([CH3:24])[CH3:23].[BH-](OC(C)=O)(OC(C)=O)OC(C)=O.[Na+]. Product: [C:22]([O:21][C:20](=[O:26])[NH:19][CH2:18][CH2:17][N:16]([CH2:7][C:6]1[C:2]([I:1])=[N:3][N:4]([CH:9]2[CH2:14][CH2:13][CH2:12][CH2:11][O:10]2)[CH:5]=1)[CH3:15])([CH3:25])([CH3:24])[CH3:23]. The catalyst class is: 68. (5) Reactant: [Cl:1][C:2]1[C:10]([OH:11])=[CH:9][CH:8]=[C:7]2[C:3]=1[C:4](=O)[C:5](=O)[NH:6]2.[NH2:14][N:15]1[C:19]([NH2:20])=[N:18][N:17]=[C:16]1[CH2:21][C:22]1[CH:27]=[CH:26][C:25]([OH:28])=[CH:24][CH:23]=1. Product: [Cl:1][C:2]1[C:10]([OH:11])=[CH:9][CH:8]=[C:7]2[C:3]=1[C:4]1[C:5]([NH:6]2)=[N:20][C:19]2=[N:18][N:17]=[C:16]([CH2:21][C:22]3[CH:27]=[CH:26][C:25]([OH:28])=[CH:24][CH:23]=3)[N:15]2[N:14]=1. The catalyst class is: 196. (6) Reactant: C[CH2:2][N:3]=[C:4]=NCCCN(C)C.Cl.C1C=CC2N(O)N=NC=2C=1.O.[NH:24]([C:32]([O:34][C:35]([CH3:38])([CH3:37])[CH3:36])=[O:33])[C@H:25]([C:29](O)=[O:30])[CH:26]([CH3:28])[CH3:27].CNC.C(O)(=O)CC(CC(O)=O)(C(O)=O)O. Product: [CH3:2][N:3]([CH3:4])[C:29](=[O:30])[C@@H:25]([NH:24][C:32](=[O:33])[O:34][C:35]([CH3:38])([CH3:37])[CH3:36])[CH:26]([CH3:28])[CH3:27]. The catalyst class is: 2. (7) Reactant: [Cl:1][CH:2]([CH2:6][C:7]1[CH:12]=[C:11]([N:13]2[C:17](=[O:18])[N:16]([CH:19]([F:21])[F:20])[C:15]([CH3:22])=[N:14]2)[C:10]([F:23])=[CH:9][C:8]=1[Cl:24])[C:3]([OH:5])=[O:4].[CH2:25](O)[CH3:26]. Product: [CH3:25][CH2:26][O:4][C:3]([CH:2]([Cl:1])[CH2:6][C:7]1[CH:12]=[C:11]([N:13]2[N:14]=[C:15]([CH3:22])[N:16]([CH:19]([F:20])[F:21])[C:17]2=[O:18])[C:10]([F:23])=[CH:9][C:8]=1[Cl:24])=[O:5]. The catalyst class is: 48. (8) Reactant: [OH:1][C:2]1[CH:3]=[CH:4][C:5]2[CH:9]=[C:8]([C:10]([O:12][CH3:13])=[O:11])[S:7][C:6]=2[CH:14]=1.[F:15][C:16]([F:26])([F:25])[C:17]1[CH:24]=[CH:23][C:20]([CH2:21]Br)=[CH:19][CH:18]=1.C(=O)([O-])[O-].[K+].[K+].C(#N)C. Product: [F:15][C:16]([F:25])([F:26])[C:17]1[CH:24]=[CH:23][C:20]([CH2:21][O:1][C:2]2[CH:3]=[CH:4][C:5]3[CH:9]=[C:8]([C:10]([O:12][CH3:13])=[O:11])[S:7][C:6]=3[CH:14]=2)=[CH:19][CH:18]=1. The catalyst class is: 22.